Predict the product of the given reaction. From a dataset of Forward reaction prediction with 1.9M reactions from USPTO patents (1976-2016). (1) Given the reactants [N:1]1[CH:6]=[CH:5][C:4](/[CH:7]=[CH:8]/[C:9]([O:11][CH2:12][CH3:13])=[O:10])=[CH:3][CH:2]=1.[H][H], predict the reaction product. The product is: [N:1]1[CH:6]=[CH:5][C:4]([CH2:7][CH2:8][C:9]([O:11][CH2:12][CH3:13])=[O:10])=[CH:3][CH:2]=1. (2) The product is: [N:1]1[C:2]2[C:3](=[CH:4][C:5]([CH2:8][C:9]([OH:11])=[O:10])=[CH:6][CH:7]=2)[CH:16]=[CH:14][CH:13]=1. Given the reactants [NH2:1][C:2]1[CH:7]=[CH:6][C:5]([CH2:8][C:9]([OH:11])=[O:10])=[CH:4][CH:3]=1.O[CH2:13][CH:14]([CH2:16]O)O.[N+](C1C=CC=CC=1)([O-])=O.OS(O)(=O)=O, predict the reaction product. (3) Given the reactants [NH2:1][C:2]1[C:22]([Cl:23])=[CH:21][C:5]([C:6]([NH:8][C@H:9]2[CH2:14][CH2:13][N:12]([CH2:15][CH2:16][C:17]#[N:18])[CH2:11][C@H:10]2[O:19][CH3:20])=[O:7])=[C:4](OC)[CH:3]=1.Cl.[NH2:27][OH:28].[C:29](=[O:32])(O)[O-].[Na+], predict the reaction product. The product is: [NH2:1][C:2]1[C:22]([Cl:23])=[CH:21][C:5]([C:6]([NH:8][C@H:9]2[CH2:14][CH2:13][N:12]([CH2:15][CH2:16][C:17]([NH2:18])=[N:27][OH:28])[CH2:11][C@H:10]2[O:19][CH3:20])=[O:7])=[C:4]([O:32][CH3:29])[CH:3]=1.